Task: Predict the reactants needed to synthesize the given product.. Dataset: Full USPTO retrosynthesis dataset with 1.9M reactions from patents (1976-2016) (1) The reactants are: [CH2:1]1[C:5]2([CH2:10][CH2:9][NH:8][CH2:7][CH2:6]2)[CH2:4][CH2:3][N:2]1[C:11]([O:13][C:14]([CH3:17])([CH3:16])[CH3:15])=[O:12].Br[C:19]1[CH:24]=[CH:23][N:22]=[C:21]([C:25]([F:28])([F:27])[F:26])[CH:20]=1.C1C=CC(P(C2C(C3C(P(C4C=CC=CC=4)C4C=CC=CC=4)=CC=C4C=3C=CC=C4)=C3C(C=CC=C3)=CC=2)C2C=CC=CC=2)=CC=1. Given the product [F:26][C:25]([F:28])([F:27])[C:21]1[CH:20]=[C:19]([N:8]2[CH2:7][CH2:6][C:5]3([CH2:1][N:2]([C:11]([O:13][C:14]([CH3:17])([CH3:16])[CH3:15])=[O:12])[CH2:3][CH2:4]3)[CH2:10][CH2:9]2)[CH:24]=[CH:23][N:22]=1, predict the reactants needed to synthesize it. (2) Given the product [CH:35]1([NH:41][C:42]2[CH:51]=[C:50]3[C:45]([C:46](=[O:59])[C:47]([CH2:57][CH2:2][OH:3])=[CH:48][N:49]3[CH:52]3[CH2:53][CH2:54][CH2:55][CH2:56]3)=[CH:44][C:43]=2[F:60])[CH2:36][CH2:37][CH2:38][CH2:39][CH2:40]1, predict the reactants needed to synthesize it. The reactants are: [Cl-].[CH3:2][O:3]C[P+](C1C=CC=CC=1)(C1C=CC=CC=1)C1C=CC=CC=1.CCCCCC.C([Li])CCC.[CH:35]1([NH:41][C:42]2[CH:51]=[C:50]3[C:45]([C:46](=[O:59])[C:47]([CH:57]=O)=[CH:48][N:49]3[CH:52]3[CH2:56][CH2:55][CH2:54][CH2:53]3)=[CH:44][C:43]=2[F:60])[CH2:40][CH2:39][CH2:38][CH2:37][CH2:36]1.[BH4-].[Na+]. (3) The reactants are: [NH2:1][C:2]1[CH:17]=[CH:16][C:5]2[N:6]([CH:9]([CH3:15])[CH2:10][C:11]([O:13]C)=[O:12])[CH:7]=[N:8][C:4]=2[CH:3]=1. Given the product [NH2:1][C:2]1[CH:17]=[CH:16][C:5]2[N:6]([CH:9]([CH3:15])[CH2:10][C:11]([OH:13])=[O:12])[CH:7]=[N:8][C:4]=2[CH:3]=1, predict the reactants needed to synthesize it. (4) Given the product [F:20][C:18]([F:21])([F:19])[C:17]([N:9]1[CH2:10][CH:11]2[CH2:16][CH:7]([C:6]3[CH:5]=[C:4]([C:1](=[N:24][OH:25])[CH3:2])[C:14]([OH:15])=[CH:13][C:12]=32)[CH2:8]1)=[O:22], predict the reactants needed to synthesize it. The reactants are: [C:1]([C:4]1[C:14]([OH:15])=[CH:13][C:12]2[CH:11]3[CH2:16][CH:7]([CH2:8][N:9]([C:17](=[O:22])[C:18]([F:21])([F:20])[F:19])[CH2:10]3)[C:6]=2[CH:5]=1)(=O)[CH3:2].Cl.[NH2:24][OH:25].C([O-])(=O)C.[Na+].